Dataset: KCNQ2 potassium channel screen with 302,405 compounds. Task: Binary Classification. Given a drug SMILES string, predict its activity (active/inactive) in a high-throughput screening assay against a specified biological target. (1) The drug is o1c(Cn2nnnc2C(N2CCN(C3CCCC3)CC2)CC(C)C)ccc1. The result is 0 (inactive). (2) The drug is O1C(CC(=O)c2c1cc(O)cc2O)(C)C. The result is 0 (inactive). (3) The drug is s1c(C(=O)Nc2ncccc2)ccc1. The result is 0 (inactive). (4) The compound is Brc1c(cc2OCOc2c1)/C=C\C(=O)NCc1ccc(F)cc1. The result is 0 (inactive). (5) The molecule is O1C(COc2c1cccc2)C(=O)Nc1c(OCC)cccc1. The result is 0 (inactive). (6) The drug is Fc1c(NC(=O)Nc2cc3OCOc3cc2)cccc1. The result is 0 (inactive). (7) The drug is Brc1cc(C(CC(=O)NCc2occc2)c2ccccc2)c(O)cc1. The result is 1 (active).